This data is from Forward reaction prediction with 1.9M reactions from USPTO patents (1976-2016). The task is: Predict the product of the given reaction. (1) Given the reactants C(O)C.Br[C:5]1[N:6]=[C:7]([NH:26][CH2:27][CH:28]([CH3:30])[CH3:29])[C:8]2[N:9]([C:11]([C:14]3[CH:25]=[CH:24][C:17]([C:18]([NH:20][CH:21]4[CH2:23][CH2:22]4)=[O:19])=[CH:16][CH:15]=3)=[CH:12][N:13]=2)[CH:10]=1.[C:31]([C:33]1[CH:38]=[CH:37][C:36](B(O)O)=[CH:35][CH:34]=1)#[N:32].C(=O)([O-])O.[Na+], predict the reaction product. The product is: [C:31]([C:33]1[CH:38]=[CH:37][C:36]([C:5]2[N:6]=[C:7]([NH:26][CH2:27][CH:28]([CH3:30])[CH3:29])[C:8]3[N:9]([C:11]([C:14]4[CH:25]=[CH:24][C:17]([C:18]([NH:20][CH:21]5[CH2:22][CH2:23]5)=[O:19])=[CH:16][CH:15]=4)=[CH:12][N:13]=3)[CH:10]=2)=[CH:35][CH:34]=1)#[N:32]. (2) Given the reactants [CH2:1]([N:3]([CH2:6][C:7]1[CH:13]=[CH:12][C:10]([NH2:11])=[CH:9][CH:8]=1)[CH2:4][CH3:5])[CH3:2].O[CH:15]=[C:16]1[C:24]2[C:19](=[CH:20][C:21]([C:25]([C:27]3[CH:28]=[C:29]([NH:33][C:34]([C:36]4[N:40]([CH3:41])[N:39]=[C:38]([CH3:42])[CH:37]=4)=[O:35])[CH:30]=[CH:31][CH:32]=3)=[O:26])=[CH:22][CH:23]=2)[NH:18][C:17]1=[O:43], predict the reaction product. The product is: [CH2:1]([N:3]([CH2:6][C:7]1[CH:8]=[CH:9][C:10]([NH:11]/[CH:15]=[C:16]2\[C:17](=[O:43])[NH:18][C:19]3[C:24]\2=[CH:23][CH:22]=[C:21]([C:25]([C:27]2[CH:28]=[C:29]([NH:33][C:34]([C:36]4[N:40]([CH3:41])[N:39]=[C:38]([CH3:42])[CH:37]=4)=[O:35])[CH:30]=[CH:31][CH:32]=2)=[O:26])[CH:20]=3)=[CH:12][CH:13]=1)[CH2:4][CH3:5])[CH3:2]. (3) Given the reactants Br[C:2]1[S:3][CH:4]=[CH:5][CH:6]=1.[F:7][C:8]1[CH:13]=[CH:12][C:11](B(O)O)=[CH:10][CH:9]=1.C([O-])([O-])=O.[Na+].[Na+], predict the reaction product. The product is: [F:7][C:8]1[CH:13]=[CH:12][C:11]([C:2]2[S:3][CH:4]=[CH:5][CH:6]=2)=[CH:10][CH:9]=1. (4) Given the reactants [Br:1][C:2]1[CH:7]=[CH:6][CH:5]=[C:4]([C:8]([F:11])([F:10])[F:9])[C:3]=1[CH3:12].C1C(=O)N([Br:20])C(=O)C1.C(OOC(=O)C1C=CC=CC=1)(=O)C1C=CC=CC=1, predict the reaction product. The product is: [Br:1][C:2]1[CH:7]=[CH:6][CH:5]=[C:4]([C:8]([F:9])([F:10])[F:11])[C:3]=1[CH2:12][Br:20]. (5) Given the reactants [CH:1]1(/[C:5](/[C:35]2[CH:40]=[CH:39][CH:38]=[CH:37][CH:36]=2)=[C:6](/[C:23]2[CH:28]=[CH:27][C:26](/[CH:29]=[CH:30]/[C:31](=[N:33]/[OH:34])/[NH2:32])=[CH:25][CH:24]=2)\[C:7]2[CH:8]=[C:9]3[C:13](=[CH:14][CH:15]=2)[N:12](C2CCCCO2)[N:11]=[C:10]3[F:22])[CH2:4][CH2:3][CH2:2]1, predict the reaction product. The product is: [CH:1]1(/[C:5](/[C:35]2[CH:40]=[CH:39][CH:38]=[CH:37][CH:36]=2)=[C:6](/[C:23]2[CH:28]=[CH:27][C:26](/[CH:29]=[CH:30]/[C:31](=[N:33]/[OH:34])/[NH2:32])=[CH:25][CH:24]=2)\[C:7]2[CH:8]=[C:9]3[C:13](=[CH:14][CH:15]=2)[NH:12][N:11]=[C:10]3[F:22])[CH2:4][CH2:3][CH2:2]1. (6) Given the reactants [OH:1][C@@H:2]1[CH2:6][NH:5][C:4](=[O:7])[CH2:3]1.N1C=CN=C1.[C:13]([Si:17]([CH3:20])([CH3:19])Cl)([CH3:16])([CH3:15])[CH3:14].O, predict the reaction product. The product is: [Si:17]([O:1][C@@H:2]1[CH2:6][NH:5][C:4](=[O:7])[CH2:3]1)([C:13]([CH3:16])([CH3:15])[CH3:14])([CH3:20])[CH3:19]. (7) Given the reactants O1C2C=CC(C3(C(O)=O)CCC3)=CC=2OC1.Cl[C:18]([Cl:20])=O.[CH3:21][O:22][C:23]1[CH:28]=[CH:27][CH:26]=[CH:25][C:24]=1[C:29]1([C:33](O)=[O:34])[CH2:32][CH2:31][CH2:30]1, predict the reaction product. The product is: [Cl:20][CH2:18][C:33]([C:29]1([C:24]2[CH:25]=[CH:26][CH:27]=[CH:28][C:23]=2[O:22][CH3:21])[CH2:32][CH2:31][CH2:30]1)=[O:34].